Dataset: Forward reaction prediction with 1.9M reactions from USPTO patents (1976-2016). Task: Predict the product of the given reaction. (1) Given the reactants Br[C:2]1[CH:7]=[CH:6][C:5]([NH:8][C:9](=[O:15])[O:10][C:11]([CH3:14])([CH3:13])[CH3:12])=[C:4]([O:16][CH3:17])[CH:3]=1.[CH3:18][C:19]1([CH3:35])[C:23]([CH3:25])([CH3:24])[O:22][B:21]([B:21]2[O:22][C:23]([CH3:25])([CH3:24])[C:19]([CH3:35])([CH3:18])[O:20]2)[O:20]1.ClCCl.C([O-])(=O)C.[K+], predict the reaction product. The product is: [CH3:17][O:16][C:4]1[CH:3]=[C:2]([B:21]2[O:22][C:23]([CH3:25])([CH3:24])[C:19]([CH3:35])([CH3:18])[O:20]2)[CH:7]=[CH:6][C:5]=1[NH:8][C:9](=[O:15])[O:10][C:11]([CH3:14])([CH3:13])[CH3:12]. (2) Given the reactants [Na].Cl[C:3]1[C:12]2[C:7](=[CH:8][CH:9]=[CH:10][CH:11]=2)[C:6]([Cl:13])=[N:5][N:4]=1.[CH3:14][CH2:15][OH:16], predict the reaction product. The product is: [Cl:13][C:6]1[C:7]2[C:12](=[CH:11][CH:10]=[CH:9][CH:8]=2)[C:3]([O:16][CH2:15][CH3:14])=[N:4][N:5]=1.